Dataset: Catalyst prediction with 721,799 reactions and 888 catalyst types from USPTO. Task: Predict which catalyst facilitates the given reaction. (1) Reactant: [N+:1]([C:4]1[CH:5]=[C:6]([CH:16]=[CH:17][C:18]=1[N+:19]([O-])=O)[CH2:7][N:8]1[CH2:13][CH2:12][N:11]([CH2:14][CH3:15])[CH2:10][CH2:9]1)([O-])=O. Product: [CH2:14]([N:11]1[CH2:10][CH2:9][N:8]([CH2:7][C:6]2[CH:5]=[C:4]([NH2:1])[C:18]([NH2:19])=[CH:17][CH:16]=2)[CH2:13][CH2:12]1)[CH3:15]. The catalyst class is: 696. (2) Reactant: [CH2:1]1[O:9][C:8]2[CH:7]=[CH:6][C:5]([CH:10]3[C:18]4[C:13](=[CH:14][CH:15]=[CH:16][CH:17]=4)[C:12]([C:19]4[CH:24]=[CH:23][CH:22]=[CH:21][CH:20]=4)=[C:11]3[C:25]([O:27]CC)=[O:26])=[CH:4][C:3]=2[O:2]1.OC1(C2C=CC3OCOC=3C=2)C2C(=CC=CC=2)C(C2C=CC=CC=2)=C1C(OCC)=O.C([SiH](CC)CC)C.B(F)(F)F.CCOCC.Cl. Product: [CH2:1]1[O:9][C:8]2[CH:7]=[CH:6][C:5]([CH:10]3[C:18]4[C:13](=[CH:14][CH:15]=[CH:16][CH:17]=4)[CH:12]([C:19]4[CH:20]=[CH:21][CH:22]=[CH:23][CH:24]=4)[CH:11]3[C:25]([OH:27])=[O:26])=[CH:4][C:3]=2[O:2]1. The catalyst class is: 2. (3) The catalyst class is: 1. Product: [F:35][C:3]([F:2])([F:34])[C:4]1[CH:5]=[C:6]([C@@H:14]([N:16]([CH3:33])[C:17]([C@H:19]2[CH2:24][CH2:23][N:22]([S:46]([CH:43]3[CH2:45][CH2:44]3)(=[O:48])=[O:47])[CH2:21][C@@H:20]2[C:25]2[CH:30]=[CH:29][C:28]([F:31])=[CH:27][C:26]=2[CH3:32])=[O:18])[CH3:15])[CH:7]=[C:8]([C:10]([F:12])([F:13])[F:11])[CH:9]=1. Reactant: Cl.[F:2][C:3]([F:35])([F:34])[C:4]1[CH:5]=[C:6]([C@@H:14]([N:16]([CH3:33])[C:17]([C@H:19]2[CH2:24][CH2:23][NH:22][CH2:21][C@@H:20]2[C:25]2[CH:30]=[CH:29][C:28]([F:31])=[CH:27][C:26]=2[CH3:32])=[O:18])[CH3:15])[CH:7]=[C:8]([C:10]([F:13])([F:12])[F:11])[CH:9]=1.CCN(CC)CC.[CH:43]1([S:46](Cl)(=[O:48])=[O:47])[CH2:45][CH2:44]1.O. (4) Reactant: [C:1]([O:5][C:6]([NH:8][CH2:9][CH2:10][C:11]([OH:13])=O)=[O:7])([CH3:4])([CH3:3])[CH3:2].[NH2:14][C:15]1[CH:20]=[CH:19][CH:18]=[CH:17][C:16]=1[OH:21].C1(N=C=NC2CCCCC2)CCCCC1. Product: [C:1]([O:5][C:6](=[O:7])[NH:8][CH2:9][CH2:10][C:11](=[O:13])[NH:14][C:15]1[CH:20]=[CH:19][CH:18]=[CH:17][C:16]=1[OH:21])([CH3:2])([CH3:3])[CH3:4]. The catalyst class is: 4. (5) Reactant: [CH3:1][O:2][C:3]1[CH:4]=[C:5]([CH:9]=[CH:10][C:11]=1[O:12][CH3:13])[C:6](Cl)=[O:7].[OH:14][C:15]1[CH:20]=[C:19]([O:21][CH3:22])[CH:18]=[C:17]([O:23][CH3:24])[C:16]=1[C:25](=[O:27])[CH3:26].C(O)C.O. Product: [CH3:1][O:2][C:3]1[CH:4]=[C:5]([CH:9]=[CH:10][C:11]=1[O:12][CH3:13])[C:6]([O:14][C:15]1[CH:20]=[C:19]([O:21][CH3:22])[CH:18]=[C:17]([O:23][CH3:24])[C:16]=1[C:25](=[O:27])[CH3:26])=[O:7]. The catalyst class is: 17. (6) Reactant: Cl[C:2]1[N:11]=[C:10](N)[C:9]2[C:4](=[CH:5][CH:6]=[C:7]([O:13][C:14]3[CH:19]=[CH:18][C:17]([F:20])=[CH:16][C:15]=3[F:21])[CH:8]=2)[N:3]=1.[NH2:22][C:23]([CH2:28][CH3:29])([CH2:26][OH:27])[CH2:24][OH:25].O. Product: [F:21][C:15]1[CH:16]=[C:17]([F:20])[CH:18]=[CH:19][C:14]=1[O:13][C:7]1[CH:8]=[C:9]2[C:4](=[CH:5][CH:6]=1)[N:3]=[C:2]([NH:22][C:23]([CH2:28][CH3:29])([CH2:26][OH:27])[CH2:24][OH:25])[N:11]=[CH:10]2. The catalyst class is: 37. (7) Reactant: [C:1]([O:4][CH2:5][C@H:6]1[CH2:11][C@@H:10]([O:12][C:13](=[O:15])[CH3:14])[CH2:9][CH2:8][C@@:7]1([C@H:17]1[CH2:25][CH2:24][C@@:23]2([CH3:26])[C@@H:19]([CH2:20][CH2:21][C:22]2=[CH2:27])[C@@H:18]1[CH2:28][N:29]=[N+]=[N-])[CH3:16])(=[O:3])[CH3:2].C1C=CC(P(C2C=CC=CC=2)C2C=CC=CC=2)=CC=1.O. Product: [C:1]([O:4][CH2:5][C@H:6]1[CH2:11][C@@H:10]([O:12][C:13](=[O:15])[CH3:14])[CH2:9][CH2:8][C@@:7]1([C@H:17]1[CH2:25][CH2:24][C@@:23]2([CH3:26])[C@@H:19]([CH2:20][CH2:21][C:22]2=[CH2:27])[C@@H:18]1[CH2:28][NH2:29])[CH3:16])(=[O:3])[CH3:2]. The catalyst class is: 554. (8) Reactant: [CH3:1][C:2]1[CH:7]=[CH:6][N:5]=[C:4]2[NH:8][C:9](=[O:18])[N:10]([C:11]([O:13][C:14]([CH3:17])([CH3:16])[CH3:15])=[O:12])[C:3]=12.[N:19]([CH2:22][CH2:23][CH2:24][CH2:25][CH2:26][CH3:27])=[C:20]=[O:21]. Product: [CH2:22]([NH:19][C:20]([N:8]1[C:4]2=[N:5][CH:6]=[CH:7][C:2]([CH3:1])=[C:3]2[N:10]([C:11]([O:13][C:14]([CH3:15])([CH3:17])[CH3:16])=[O:12])[C:9]1=[O:18])=[O:21])[CH2:23][CH2:24][CH2:25][CH2:26][CH3:27]. The catalyst class is: 12. (9) Reactant: [Cl-].[Al+3].[Cl-].[Cl-].[N-:5]=[N+:6]=[N-:7].[Na+].[F:9][C:10]1[CH:15]=[CH:14][CH:13]=[C:12]([N:16]=[C:17]=[O:18])[C:11]=1[CH3:19].N([O-])=O.[Na+].Cl. Product: [CH3:19][C:11]1[C:10]([F:9])=[CH:15][CH:14]=[CH:13][C:12]=1[N:16]1[C:17](=[O:18])[NH:7][N:6]=[N:5]1. The catalyst class is: 145. (10) Reactant: [C:1]([C:5]1[CH:32]=[C:8]2[N:9]=[C:10]([CH3:31])[C:11]([CH:23]([CH2:28][CH2:29][CH3:30])[C:24]([O:26]C)=[O:25])=[C:12]([C:13]3[CH:21]=[C:20]4[C:16]([CH:17]=[CH:18][N:19]4[CH3:22])=[CH:15][CH:14]=3)[N:7]2[N:6]=1)([CH3:4])([CH3:3])[CH3:2].[OH-].[Na+]. Product: [C:1]([C:5]1[CH:32]=[C:8]2[N:9]=[C:10]([CH3:31])[C:11]([CH:23]([CH2:28][CH2:29][CH3:30])[C:24]([OH:26])=[O:25])=[C:12]([C:13]3[CH:21]=[C:20]4[C:16]([CH:17]=[CH:18][N:19]4[CH3:22])=[CH:15][CH:14]=3)[N:7]2[N:6]=1)([CH3:3])([CH3:4])[CH3:2]. The catalyst class is: 5.